Dataset: Full USPTO retrosynthesis dataset with 1.9M reactions from patents (1976-2016). Task: Predict the reactants needed to synthesize the given product. (1) Given the product [CH3:22][C:14]1[C:15]([C:18]([O:20][CH3:21])=[O:19])=[CH:16][S:17][C:13]=1[C@@H:11]([CH:8]1[CH2:9][CH2:10][C:5](=[O:4])[CH2:6][CH2:7]1)[CH3:12], predict the reactants needed to synthesize it. The reactants are: O1[C:5]2([CH2:10][CH2:9][CH:8]([C@H:11]([C:13]3[S:17][CH:16]=[C:15]([C:18]([O:20][CH3:21])=[O:19])[C:14]=3[CH3:22])[CH3:12])[CH2:7][CH2:6]2)[O:4]CC1.Cl. (2) Given the product [CH2:18]([O:17][CH2:16][N:13]1[C:14](=[O:15])[C:9]2[NH:8][C:7]([N:30]3[CH2:29][CH2:28][N:27]([C:33]([O:35][C:36]([CH3:39])([CH3:38])[CH3:37])=[O:34])[CH2:32][CH2:31]3)=[N:6][C:10]=2[CH:11]=[N:12]1)[C:19]1[CH:20]=[CH:21][CH:22]=[CH:23][CH:24]=1, predict the reactants needed to synthesize it. The reactants are: CN(C)S([N:6]1[C:10]2[CH:11]=[N:12][N:13]([CH2:16][O:17][CH2:18][C:19]3[CH:24]=[CH:23][CH:22]=[CH:21][CH:20]=3)[C:14](=[O:15])[C:9]=2[N:8]=[C:7]1Cl)(=O)=O.[N:27]1([C:33]([O:35][C:36]([CH3:39])([CH3:38])[CH3:37])=[O:34])[CH2:32][CH2:31][NH:30][CH2:29][CH2:28]1. (3) The reactants are: [CH3:1][C:2]1[C:7]2[N:8]=[C:9]([NH2:11])[S:10][C:6]=2[CH:5]=[CH:4][CH:3]=1.[C:12](N1C=CN=C1)([N:14]1[CH:18]=[CH:17][N:16]=[CH:15]1)=[S:13]. Given the product [CH3:1][C:2]1[C:7]2[N:8]=[C:9]([NH:11][C:12]([N:14]3[CH:18]=[CH:17][N:16]=[CH:15]3)=[S:13])[S:10][C:6]=2[CH:5]=[CH:4][CH:3]=1, predict the reactants needed to synthesize it. (4) Given the product [O:27]=[C:13]1[C:12]2([C:9]3[CH:10]=[CH:11][C:6]([O:5][CH2:4][C:3]([OH:30])=[O:2])=[CH:7][C:8]=3[O:29][CH2:28]2)[C:20]2[C:15](=[CH:16][CH:17]=[CH:18][CH:19]=2)[N:14]1[CH2:21][C@H:22]1[CH2:26][CH2:25][CH2:24][O:23]1, predict the reactants needed to synthesize it. The reactants are: C[O:2][C:3](=[O:30])[CH2:4][O:5][C:6]1[CH:11]=[CH:10][C:9]2[C:12]3([CH2:28][O:29][C:8]=2[CH:7]=1)[C:20]1[C:15](=[CH:16][CH:17]=[CH:18][CH:19]=1)[N:14]([CH2:21][C@H:22]1[CH2:26][CH2:25][CH2:24][O:23]1)[C:13]3=[O:27].[OH-].[Li+].Cl. (5) Given the product [CH3:15][O:14][C:12]1[CH:13]=[CH:8][C:9]([O:16][CH3:17])=[CH:10][C:11]=1[N:1]1[CH2:6][CH2:5][NH:4][CH2:3][CH2:2]1, predict the reactants needed to synthesize it. The reactants are: [NH:1]1[CH2:6][CH2:5][NH:4][CH2:3][CH2:2]1.Br[C:8]1[CH:13]=[C:12]([O:14][CH3:15])[CH:11]=[CH:10][C:9]=1[O:16][CH3:17].CC1(C)C2C=CC=C(P(C3C=CC=CC=3)C3C=CC=CC=3)C=2OC2C1=CC=CC=2P(C1C=CC=CC=1)C1C=CC=CC=1.C(=O)([O-])[O-].[Cs+].[Cs+]. (6) Given the product [CH3:20][O:10][C:9](=[O:11])[C:8]1[CH:12]=[CH:13][C:5]([N:4]([CH3:3])[C:14]2[CH:19]=[CH:18][CH:17]=[CH:16][CH:15]=2)=[CH:6][CH:7]=1, predict the reactants needed to synthesize it. The reactants are: CI.[CH3:3][N:4]([C:14]1[CH:19]=[CH:18][CH:17]=[CH:16][CH:15]=1)[C:5]1[CH:13]=[CH:12][C:8]([C:9]([OH:11])=[O:10])=[CH:7][CH:6]=1.[C:20]([O-])([O-])=O.[K+].[K+]. (7) Given the product [Cl:13][C:14]1[CH:15]=[C:16]([CH2:21][CH2:22][O:23][CH2:24][C:25]2[NH:27][C:8](=[O:10])[C:7]3[CH:6]=[CH:5][C:4]([F:11])=[N:3][C:2]=3[N:26]=2)[CH:17]=[CH:18][C:19]=1[F:20], predict the reactants needed to synthesize it. The reactants are: F[C:2]1[C:7]([C:8]([OH:10])=O)=[CH:6][CH:5]=[C:4]([F:11])[N:3]=1.Cl.[Cl:13][C:14]1[CH:15]=[C:16]([CH2:21][CH2:22][O:23][CH2:24][C:25]([NH2:27])=[NH:26])[CH:17]=[CH:18][C:19]=1[F:20]. (8) Given the product [CH2:24]([NH:28][C:7]([C:6]1[C:5]2[CH:10]=[CH:11][C:12]([O:14][C:15]3[CH:20]=[CH:19][N:18]=[C:17]4[CH:21]=[CH:22][S:23][C:16]=34)=[CH:13][C:4]=2[O:3][C:2]=1[CH3:1])=[O:8])[CH2:25][CH2:26][CH3:27], predict the reactants needed to synthesize it. The reactants are: [CH3:1][C:2]1[O:3][C:4]2[CH:13]=[C:12]([O:14][C:15]3[CH:20]=[CH:19][N:18]=[C:17]4[CH:21]=[CH:22][S:23][C:16]=34)[CH:11]=[CH:10][C:5]=2[C:6]=1[C:7](O)=[O:8].[CH2:24]([NH2:28])[CH2:25][CH2:26][CH3:27]. (9) Given the product [Cl:1][C:2]1[CH:3]=[C:4]2[C:10]([C:31]3[N:36]=[C:35]([NH:37][CH2:38][CH:39]4[CH2:44][CH2:43][CH2:42][CH2:41][CH:40]4[OH:49])[C:34]([F:46])=[CH:33][N:32]=3)=[CH:9][N:8]([S:20]([C:23]3[CH:28]=[CH:27][C:26]([CH3:29])=[CH:25][CH:24]=3)(=[O:21])=[O:22])[C:5]2=[N:6][CH:7]=1, predict the reactants needed to synthesize it. The reactants are: [Cl:1][C:2]1[CH:3]=[C:4]2[C:10](B3OC(C)(C)C(C)(C)O3)=[CH:9][N:8]([S:20]([C:23]3[CH:28]=[CH:27][C:26]([CH3:29])=[CH:25][CH:24]=3)(=[O:22])=[O:21])[C:5]2=[N:6][CH:7]=1.Cl[C:31]1[N:36]=[C:35]([NH:37][CH2:38][C:39]2(O)[CH2:44][CH2:43][CH2:42][CH2:41][CH2:40]2)[C:34]([F:46])=[CH:33][N:32]=1.CC([O-])=[O:49].[K+].